Dataset: Forward reaction prediction with 1.9M reactions from USPTO patents (1976-2016). Task: Predict the product of the given reaction. (1) Given the reactants C[O:2][C:3](=[O:36])[CH2:4][CH2:5][CH2:6][C:7]#[C:8][C:9]1[CH:14]=[CH:13][C:12]([C:15]([CH2:33][CH3:34])([C:18]2[CH:23]=[CH:22][C:21]([CH2:24][CH2:25][CH:26]([OH:31])[C:27]([CH3:30])([CH3:29])[CH3:28])=[C:20]([CH3:32])[CH:19]=2)[CH2:16][CH3:17])=[CH:11][C:10]=1[CH3:35].[OH-].[Na+].C(OCC)(=O)C, predict the reaction product. The product is: [CH2:16]([C:15]([C:12]1[CH:13]=[CH:14][C:9]([C:8]#[C:7][CH2:6][CH2:5][CH2:4][C:3]([OH:36])=[O:2])=[C:10]([CH3:35])[CH:11]=1)([C:18]1[CH:23]=[CH:22][C:21]([CH2:24][CH2:25][CH:26]([OH:31])[C:27]([CH3:29])([CH3:30])[CH3:28])=[C:20]([CH3:32])[CH:19]=1)[CH2:33][CH3:34])[CH3:17]. (2) Given the reactants [F:1][C:2]1[CH:3]=[C:4]([CH:8]=[C:9]([O:11][CH:12]2[CH2:17][CH2:16][CH2:15][CH2:14][CH2:13]2)[CH:10]=1)[C:5]([OH:7])=O.[NH2:18][C:19]1[C:28]2[C:23](=[CH:24][CH:25]=[CH:26][CH:27]=2)[C:22]([O:29][CH2:30][CH2:31][N:32]2[CH2:37][CH2:36][O:35][CH2:34][CH2:33]2)=[CH:21][CH:20]=1.CN(C(ON1N=NC2C=CC=CC1=2)=[N+](C)C)C.F[P-](F)(F)(F)(F)F.CCN(C(C)C)C(C)C, predict the reaction product. The product is: [CH:12]1([O:11][C:9]2[CH:8]=[C:4]([CH:3]=[C:2]([F:1])[CH:10]=2)[C:5]([NH:18][C:19]2[C:28]3[C:23](=[CH:24][CH:25]=[CH:26][CH:27]=3)[C:22]([O:29][CH2:30][CH2:31][N:32]3[CH2:33][CH2:34][O:35][CH2:36][CH2:37]3)=[CH:21][CH:20]=2)=[O:7])[CH2:17][CH2:16][CH2:15][CH2:14][CH2:13]1. (3) Given the reactants [CH3:1][C:2]1[N:6]2[CH2:7][CH2:8][N:9]([C:11]([O:13][CH2:14][C:15]3[CH:20]=[CH:19][CH:18]=[CH:17][CH:16]=3)=[O:12])[CH2:10][C:5]2=[N:4][CH:3]=1.C1C(=O)N([I:28])C(=O)C1.S([O-])([O-])(=O)=S.[Na+].[Na+], predict the reaction product. The product is: [CH2:14]([O:13][C:11]([N:9]1[CH2:8][CH2:7][N:6]2[C:2]([CH3:1])=[C:3]([I:28])[N:4]=[C:5]2[CH2:10]1)=[O:12])[C:15]1[CH:20]=[CH:19][CH:18]=[CH:17][CH:16]=1. (4) Given the reactants Br[C:2]1[CH:7]=[CH:6][C:5]([Br:8])=[CH:4][N:3]=1.[NH:9]1[CH:13]=[N:12][N:11]=[N:10]1.C(=O)([O-])[O-].[K+].[K+].O, predict the reaction product. The product is: [N:9]1([C:2]2[CH:7]=[CH:6][C:5]([Br:8])=[CH:4][N:3]=2)[CH:13]=[N:12][N:11]=[N:10]1. (5) Given the reactants [NH:1]1[CH2:6][CH2:5][CH:4]([CH2:7][OH:8])[CH2:3][CH2:2]1.C(N(CC)CC)C.[CH3:16][N:17]([CH3:21])[C:18](Cl)=[O:19].O, predict the reaction product. The product is: [CH3:16][N:17]([CH3:21])[C:18]([N:1]1[CH2:6][CH2:5][CH:4]([CH2:7][OH:8])[CH2:3][CH2:2]1)=[O:19]. (6) Given the reactants [H-].[Na+].[Br:3][C:4]1[C:17]([CH3:18])=[CH:16][CH:15]=[CH:14][C:5]=1[C:6]([NH:8][CH2:9][C:10]([CH3:13])([CH3:12])[CH3:11])=[O:7].I[CH3:20], predict the reaction product. The product is: [Br:3][C:4]1[C:17]([CH3:18])=[CH:16][CH:15]=[CH:14][C:5]=1[C:6]([N:8]([CH3:20])[CH2:9][C:10]([CH3:12])([CH3:13])[CH3:11])=[O:7]. (7) Given the reactants [CH3:1][C:2]1[CH:11]=[C:10]([CH2:12][O:13][C:14]2[CH:19]=[CH:18][C:17]([S:20]([NH:23][C@@H:24]3[C@H:29]([C:30]([OH:32])=O)[CH2:28][CH:27]=[CH:26][CH2:25]3)(=[O:22])=[O:21])=[CH:16][CH:15]=2)[C:9]2[C:4](=[CH:5][CH:6]=[CH:7][CH:8]=2)[N:3]=1.[OH:33][N:34]1C2C=CC=CC=2N=N1.Cl.CN(C)CCCN=C=NCC.NO, predict the reaction product. The product is: [OH:33][NH:34][C:30]([C@H:29]1[C@@H:24]([NH:23][S:20]([C:17]2[CH:16]=[CH:15][C:14]([O:13][CH2:12][C:10]3[C:9]4[C:4](=[CH:5][CH:6]=[CH:7][CH:8]=4)[N:3]=[C:2]([CH3:1])[CH:11]=3)=[CH:19][CH:18]=2)(=[O:21])=[O:22])[CH2:25][CH:26]=[CH:27][CH2:28]1)=[O:32]. (8) Given the reactants [CH3:1][C:2]1([CH3:16])[CH2:11][CH2:10][C:9]2[C:4](=[C:5]([C:12]([O:14][CH3:15])=[O:13])[CH:6]=[CH:7][CH:8]=2)[O:3]1.Cl.C1C(=O)N([Cl:25])C(=O)C1.S([O-])([O-])(=O)=S.[Na+].[Na+].[OH-].[Na+], predict the reaction product. The product is: [Cl:25][C:7]1[CH:8]=[C:9]2[C:4](=[C:5]([C:12]([O:14][CH3:15])=[O:13])[CH:6]=1)[O:3][C:2]([CH3:16])([CH3:1])[CH2:11][CH2:10]2. (9) Given the reactants [ClH:1].C(OC(=O)[NH:8][CH:9]1[CH2:12][N:11]([C:13]([C:15]2[N:16]=[C:17]3[C:22]([C:23]([F:26])([F:25])[F:24])=[CH:21][C:20]([C:27]4[CH:28]=[N:29][NH:30][CH:31]=4)=[CH:19][N:18]3[CH:32]=2)=[O:14])[CH2:10]1)(C)(C)C, predict the reaction product. The product is: [ClH:1].[NH2:8][CH:9]1[CH2:10][N:11]([C:13]([C:15]2[N:16]=[C:17]3[C:22]([C:23]([F:25])([F:26])[F:24])=[CH:21][C:20]([C:27]4[CH:28]=[N:29][NH:30][CH:31]=4)=[CH:19][N:18]3[CH:32]=2)=[O:14])[CH2:12]1.